This data is from Forward reaction prediction with 1.9M reactions from USPTO patents (1976-2016). The task is: Predict the product of the given reaction. (1) The product is: [CH3:1][O:2][C:3](=[O:26])[CH2:4][C@H:5]1[C:9]2[CH:10]=[CH:11][C:12]([O:14][C@H:15]3[C:23]4[C:18](=[C:19]([O:25][C:31]5[N:30]=[N:29][C:28]([Cl:27])=[CH:33][CH:32]=5)[CH:20]=[CH:21][C:22]=4[F:24])[CH2:17][CH2:16]3)=[CH:13][C:8]=2[O:7][CH2:6]1. Given the reactants [CH3:1][O:2][C:3](=[O:26])[CH2:4][C@H:5]1[C:9]2[CH:10]=[CH:11][C:12]([O:14][C@H:15]3[C:23]4[C:18](=[C:19]([OH:25])[CH:20]=[CH:21][C:22]=4[F:24])[CH2:17][CH2:16]3)=[CH:13][C:8]=2[O:7][CH2:6]1.[Cl:27][C:28]1[N:29]=[N:30][C:31](Cl)=[CH:32][CH:33]=1, predict the reaction product. (2) Given the reactants [Cl:1][C:2]1[CH:3]=[C:4]([CH2:19][C:20]([O:22]C)=[O:21])[CH:5]=[CH:6][C:7]=1[NH:8][C:9]1[S:10][C:11]2[CH:17]=[C:16]([F:18])[CH:15]=[CH:14][C:12]=2[N:13]=1.[OH-].[Na+], predict the reaction product. The product is: [Cl:1][C:2]1[CH:3]=[C:4]([CH2:19][C:20]([OH:22])=[O:21])[CH:5]=[CH:6][C:7]=1[NH:8][C:9]1[S:10][C:11]2[CH:17]=[C:16]([F:18])[CH:15]=[CH:14][C:12]=2[N:13]=1. (3) Given the reactants [NH:1]1[CH2:5][CH2:4][CH2:3][CH2:2]1.C[C:7]#[C:8][C:9]([O-])=[O:10].Cl, predict the reaction product. The product is: [C:9]([N:1]1[CH2:5][CH2:4][CH2:3][CH2:2]1)(=[O:10])[C:8]#[CH:7]. (4) Given the reactants C(OC([NH:8][C@H:9]1[C@@H:14]([N:15]2[CH:19]=[CH:18][N:17]=[N:16]2)[C@@H:13]([CH3:20])[CH2:12][N:11]([C:21]2[CH:26]=[CH:25][N:24]=[CH:23][C:22]=2[NH:27][C:28]([C:30]2[C:39]([NH:40]C(=O)OCC3C=CC=CC=3)=[CH:38][C:37]3[C:32](=[CH:33][C:34]([N:51]4[CH2:56][CH2:55][N:54]([CH3:57])[CH2:53][CH2:52]4)=[CH:35][CH:36]=3)[N:31]=2)=[O:29])[CH2:10]1)=O)(C)(C)C.Cl.O1CCOCC1, predict the reaction product. The product is: [NH2:40][C:39]1[C:30]([C:28]([NH:27][C:22]2[CH:23]=[N:24][CH:25]=[CH:26][C:21]=2[N:11]2[CH2:12][C@H:13]([CH3:20])[C@H:14]([N:15]3[CH:19]=[CH:18][N:17]=[N:16]3)[C@H:9]([NH2:8])[CH2:10]2)=[O:29])=[N:31][C:32]2[C:37]([CH:38]=1)=[CH:36][CH:35]=[C:34]([N:51]1[CH2:52][CH2:53][N:54]([CH3:57])[CH2:55][CH2:56]1)[CH:33]=2.